From a dataset of Peptide-MHC class II binding affinity with 134,281 pairs from IEDB. Regression. Given a peptide amino acid sequence and an MHC pseudo amino acid sequence, predict their binding affinity value. This is MHC class II binding data. (1) The peptide sequence is SKGGMRNVFDEVIPT. The MHC is HLA-DPA10201-DPB11401 with pseudo-sequence HLA-DPA10201-DPB11401. The binding affinity (normalized) is 0. (2) The peptide sequence is YLGKREDQWCGSLIGLT. The MHC is DRB4_0101 with pseudo-sequence DRB4_0103. The binding affinity (normalized) is 0.318. (3) The peptide sequence is GNTPIFKSGRGCGSC. The MHC is HLA-DPA10103-DPB10401 with pseudo-sequence HLA-DPA10103-DPB10401. The binding affinity (normalized) is 0.